The task is: Predict the product of the given reaction.. This data is from Forward reaction prediction with 1.9M reactions from USPTO patents (1976-2016). (1) Given the reactants [O:1]=[C:2]1[C:10]2[C:5](=[CH:6][CH:7]=[CH:8][C:9]=2[C:11]#[C:12][C:13]2[C:18]([C:19]([F:22])([F:21])[F:20])=[CH:17][N:16]=[C:15]([NH:23][C:24]3[CH:29]=[CH:28][C:27]([N:30]4[CH2:35][CH2:34][N:33]([C:36]([O:38][C:39]([CH3:42])([CH3:41])[CH3:40])=[O:37])[CH2:32][CH2:31]4)=[CH:26][CH:25]=3)[N:14]=2)[CH2:4][NH:3]1.[H][H].CO, predict the reaction product. The product is: [O:1]=[C:2]1[C:10]2[C:5](=[CH:6][CH:7]=[CH:8][C:9]=2[CH2:11][CH2:12][C:13]2[C:18]([C:19]([F:20])([F:21])[F:22])=[CH:17][N:16]=[C:15]([NH:23][C:24]3[CH:25]=[CH:26][C:27]([N:30]4[CH2:31][CH2:32][N:33]([C:36]([O:38][C:39]([CH3:42])([CH3:41])[CH3:40])=[O:37])[CH2:34][CH2:35]4)=[CH:28][CH:29]=3)[N:14]=2)[CH2:4][NH:3]1. (2) The product is: [C:9]1([CH3:24])[CH:10]=[CH:11][C:12]([S:15]([O:18][CH2:19][CH2:20][C@@H:21]([O:23][Si:31]([CH:38]([CH3:40])[CH3:39])([CH:35]([CH3:37])[CH3:36])[CH:32]([CH3:34])[CH3:33])[CH3:22])(=[O:16])=[O:17])=[CH:13][CH:14]=1. Given the reactants N1C(C)=CC=CC=1C.[C:9]1([CH3:24])[CH:14]=[CH:13][C:12]([S:15]([O:18][CH2:19][CH2:20][C@@H:21]([OH:23])[CH3:22])(=[O:17])=[O:16])=[CH:11][CH:10]=1.FC(F)(F)S(O[Si:31]([CH:38]([CH3:40])[CH3:39])([CH:35]([CH3:37])[CH3:36])[CH:32]([CH3:34])[CH3:33])(=O)=O, predict the reaction product. (3) Given the reactants [CH2:1]([CH:8]1[CH2:12][CH2:11][N:10]([S:13]([CH2:16][C:17]#[N:18])(=[O:15])=[O:14])[CH2:9]1)[C:2]1[CH:7]=[CH:6][CH:5]=[CH:4][CH:3]=1.[CH2:19]([O:21][CH:22](OCC)OCC)[CH3:20].C(OC(=O)C)(=O)C, predict the reaction product. The product is: [CH2:1]([CH:8]1[CH2:12][CH2:11][N:10]([S:13]([C:16](=[CH:22][O:21][CH2:19][CH3:20])[C:17]#[N:18])(=[O:15])=[O:14])[CH2:9]1)[C:2]1[CH:3]=[CH:4][CH:5]=[CH:6][CH:7]=1.